The task is: Predict the reaction yield, written as a fraction of the theoretical maximum amount of product (1.0 means a 100% yield; for example, 0.34 means a 34% yield).. This data is from Reaction yield outcomes from USPTO patents with 853,638 reactions. (1) The reactants are [C:1]([NH:4][C:5]1[CH:6]=[N:7][C:8]2[C:13]([CH:14]=1)=[CH:12][CH:11]=[CH:10][CH:9]=2)(=[O:3])[CH3:2].C(Cl)(Cl)Cl. The catalyst is C(O)(=O)C. The product is [C:1]([NH:4][CH:5]1[CH2:14][C:13]2[C:8](=[CH:9][CH:10]=[CH:11][CH:12]=2)[NH:7][CH2:6]1)(=[O:3])[CH3:2]. The yield is 0.550. (2) The reactants are [NH:1]1[C:9]2[C:4](=[CH:5][CH:6]=[CH:7][CH:8]=2)[CH:3]=[C:2]1[C:10]1[C:11]([O:32][CH3:33])=[CH:12][C:13]([O:30][CH3:31])=[C:14](/[CH:16]=[CH:17]/[C:18]([C:20]2[CH:25]=[CH:24][C:23]([S:26]([NH2:29])(=[O:28])=[O:27])=[CH:22][CH:21]=2)=[O:19])[CH:15]=1.CCN(CC)CC.[CH3:41][C:42](OC(C)=O)=[O:43]. The catalyst is CN(C1C=CN=CC=1)C.C1COCC1. The product is [C:42]([NH:29][S:26]([C:23]1[CH:22]=[CH:21][C:20]([C:18](=[O:19])/[CH:17]=[CH:16]/[C:14]2[CH:15]=[C:10]([C:2]3[NH:1][C:9]4[C:4]([CH:3]=3)=[CH:5][CH:6]=[CH:7][CH:8]=4)[C:11]([O:32][CH3:33])=[CH:12][C:13]=2[O:30][CH3:31])=[CH:25][CH:24]=1)(=[O:28])=[O:27])(=[O:43])[CH3:41]. The yield is 0.620. (3) The reactants are [Cl:1][C:2]1[CH:3]=[C:4]([CH2:9][CH2:10][C:11]([NH:13][CH:14]2[CH2:22][CH2:21][C:20]3[C:16](=[CH:17][N:18]([C:23]4[C:32]5[C:27](=[CH:28][CH:29]=[C:30]([O:33][CH3:34])[N:31]=5)[N:26]=[CH:25][CH:24]=4)[N:19]=3)[CH2:15]2)=O)[CH:5]=[CH:6][C:7]=1[Cl:8].CC(C[AlH]CC(C)C)C.C(C(C(C([O-])=O)O)O)([O-])=O.[Na+].[K+].O. The catalyst is C(Cl)Cl. The product is [Cl:1][C:2]1[CH:3]=[C:4]([CH2:9][CH2:10][CH2:11][NH:13][CH:14]2[CH2:22][CH2:21][C:20]3[C:16](=[CH:17][N:18]([C:23]4[C:32]5[C:27](=[CH:28][CH:29]=[C:30]([O:33][CH3:34])[N:31]=5)[N:26]=[CH:25][CH:24]=4)[N:19]=3)[CH2:15]2)[CH:5]=[CH:6][C:7]=1[Cl:8]. The yield is 0.500. (4) The reactants are [O:1]=[C:2]1[C:11]2[CH:10]=[CH:9][CH:8]=[C:7]3[NH:12][CH:13]([C:21]4[CH:28]=[CH:27][C:24]([CH:25]=O)=[CH:23][CH:22]=4)[CH:14]([C:15]4[CH:20]=[CH:19][CH:18]=[CH:17][CH:16]=4)[C:5]([C:6]=23)=[N:4][NH:3]1.[CH3:29][NH:30][CH3:31].[BH4-].[Na+]. The yield is 0.320. No catalyst specified. The product is [CH3:29][N:30]([CH2:25][C:24]1[CH:27]=[CH:28][C:21]([CH:13]2[NH:12][C:7]3[C:6]4[C:5](=[N:4][NH:3][C:2](=[O:1])[C:11]=4[CH:10]=[CH:9][CH:8]=3)[CH:14]2[C:15]2[CH:20]=[CH:19][CH:18]=[CH:17][CH:16]=2)=[CH:22][CH:23]=1)[CH3:31].